This data is from Catalyst prediction with 721,799 reactions and 888 catalyst types from USPTO. The task is: Predict which catalyst facilitates the given reaction. (1) Reactant: O1CCCC1.C[O:7][C:8]([C:10]1[CH:15]=[N:14][C:13]([N:16]2[CH2:21][CH2:20][CH2:19][CH2:18][CH2:17]2)=[C:12]([C:22]2[CH:27]=[CH:26][C:25]([F:28])=[CH:24][CH:23]=2)[N:11]=1)=[O:9].[OH-].[Li+].Cl. Product: [F:28][C:25]1[CH:26]=[CH:27][C:22]([C:12]2[N:11]=[C:10]([C:8]([OH:9])=[O:7])[CH:15]=[N:14][C:13]=2[N:16]2[CH2:21][CH2:20][CH2:19][CH2:18][CH2:17]2)=[CH:23][CH:24]=1. The catalyst class is: 6. (2) Reactant: Br[C:2]1[C:7]([CH3:8])=[C:6]([C:9]2[N:13]=[C:12]([C:14]3[CH:19]=[CH:18][C:17]([O:20][CH:21]([CH3:23])[CH3:22])=[C:16]([Cl:24])[CH:15]=3)[O:11][N:10]=2)[CH:5]=[CH:4][N:3]=1.Br[Zn][CH2:27][CH2:28][CH2:29][C:30]([O:32][CH2:33][CH3:34])=[O:31]. Product: [Cl:24][C:16]1[CH:15]=[C:14]([C:12]2[O:11][N:10]=[C:9]([C:6]3[CH:5]=[CH:4][N:3]=[C:2]([CH2:27][CH2:28][CH2:29][C:30]([O:32][CH2:33][CH3:34])=[O:31])[C:7]=3[CH3:8])[N:13]=2)[CH:19]=[CH:18][C:17]=1[O:20][CH:21]([CH3:23])[CH3:22]. The catalyst class is: 176. (3) Reactant: [CH2:1]([OH:4])[CH2:2][OH:3].CC1C=CC(S(O)(=O)=O)=CC=1.O.[CH2:17]([O:19][C:20](=[O:36])[C:21]1[CH:26]=[C:25]([O:27][C:28]([F:31])([F:30])[F:29])[C:24]([CH:32]=O)=[C:23]([Cl:34])[C:22]=1[NH2:35])[CH3:18].C(=O)(O)[O-].[Na+]. Product: [CH2:17]([O:19][C:20](=[O:36])[C:21]1[CH:26]=[C:25]([O:27][C:28]([F:31])([F:29])[F:30])[C:24]([CH:32]2[O:4][CH2:1][CH2:2][O:3]2)=[C:23]([Cl:34])[C:22]=1[NH2:35])[CH3:18]. The catalyst class is: 133. (4) Reactant: C([O:8][C:9]1[CH:18]=[CH:17][C:16]2[C:11](=[CH:12][CH:13]=[CH:14][CH:15]=2)[C:10]=1[C:19]1[N:20]=[C:21]([NH:24][C:25](=[O:27])[CH3:26])[NH:22][CH:23]=1)C1C=CC=CC=1.[H][H]. Product: [OH:8][C:9]1[CH:18]=[CH:17][C:16]2[C:11](=[CH:12][CH:13]=[CH:14][CH:15]=2)[C:10]=1[C:19]1[N:20]=[C:21]([NH:24][C:25](=[O:27])[CH3:26])[NH:22][CH:23]=1. The catalyst class is: 29. (5) Reactant: S([CH2:11][N+:12]#[C-])(C1C=CC(C)=CC=1)(=O)=O.CC(C)([O-])C.[K+].[CH3:20][Si:21]([CH3:34])([CH3:33])[CH2:22][CH2:23][O:24][CH2:25][N:26]1[CH:30]=[CH:29][N:28]=[C:27]1[CH:31]=O.CO. Product: [CH3:20][Si:21]([CH3:34])([CH3:33])[CH2:22][CH2:23][O:24][CH2:25][N:26]1[CH:30]=[CH:29][N:28]=[C:27]1[CH2:31][C:11]#[N:12]. The catalyst class is: 149. (6) Reactant: [F:1][C:2]1[CH:11]=[CH:10][C:9]([F:12])=[CH:8][C:3]=1[O:4][CH2:5][C:6]#[N:7].[H-].[Al+3].[Li+].[H-].[H-].[H-].O.[OH-].[Na+]. Product: [F:1][C:2]1[CH:11]=[CH:10][C:9]([F:12])=[CH:8][C:3]=1[O:4][CH2:5][CH2:6][NH2:7]. The catalyst class is: 305. (7) Reactant: [H-].[Na+].[NH2:3][C:4]1[C:9]([Br:10])=[CH:8][C:7]([CH3:11])=[CH:6][N:5]=1.Cl[C:13]1[C:14](=[O:29])[N:15]([CH2:20][C:21]2[CH:26]=[CH:25][C:24]([O:27][CH3:28])=[CH:23][CH:22]=2)[CH:16]=[C:17]([Cl:19])[N:18]=1. Product: [Br:10][C:9]1[C:4]([NH:3][C:13]2[C:14](=[O:29])[N:15]([CH2:20][C:21]3[CH:22]=[CH:23][C:24]([O:27][CH3:28])=[CH:25][CH:26]=3)[CH:16]=[C:17]([Cl:19])[N:18]=2)=[N:5][CH:6]=[C:7]([CH3:11])[CH:8]=1. The catalyst class is: 7. (8) Reactant: [C:1]1([S:11]([C:14]2[C:22]3[C:17](=[CH:18][CH:19]=[C:20]([CH:23]=[O:24])[CH:21]=3)[NH:16][N:15]=2)(=[O:13])=[O:12])[C:10]2[C:5](=[CH:6][CH:7]=[CH:8][CH:9]=2)[CH:4]=[CH:3][CH:2]=1.[O-:25][Mn](=O)(=O)=O.[K+].Cl.S(=O)(O)[O-].[Na+]. Product: [C:1]1([S:11]([C:14]2[C:22]3[C:17](=[CH:18][CH:19]=[C:20]([C:23]([OH:25])=[O:24])[CH:21]=3)[NH:16][N:15]=2)(=[O:13])=[O:12])[C:10]2[C:5](=[CH:6][CH:7]=[CH:8][CH:9]=2)[CH:4]=[CH:3][CH:2]=1. The catalyst class is: 144. (9) Reactant: [Cl:1][C:2]1[CH:7]=[CH:6][C:5]([C:8]2[S:12][N:11]=[C:10]([NH2:13])[N:9]=2)=[CH:4][CH:3]=1.[CH3:14][O:15][C:16]1[CH:17]=[C:18]([S:24](Cl)(=[O:26])=[O:25])[CH:19]=[CH:20][C:21]=1[O:22][CH3:23]. Product: [CH3:14][O:15][C:16]1[CH:17]=[C:18]([S:24]([NH:13][C:10]2[N:9]=[C:8]([C:5]3[CH:4]=[CH:3][C:2]([Cl:1])=[CH:7][CH:6]=3)[S:12][N:11]=2)(=[O:25])=[O:26])[CH:19]=[CH:20][C:21]=1[O:22][CH3:23]. The catalyst class is: 17.